From a dataset of Reaction yield outcomes from USPTO patents with 853,638 reactions. Predict the reaction yield, written as a fraction of the theoretical maximum amount of product (1.0 means a 100% yield; for example, 0.34 means a 34% yield). (1) The reactants are Cl[C:2]1[CH:7]=[CH:6][C:5]([N+:8]([O-:10])=[O:9])=[CH:4][N:3]=1.[F:11][C:12]([F:16])([F:15])[CH2:13][NH2:14].C(N(CC)C(C)C)(C)C. The catalyst is CN1CCCC1=O. The product is [N+:8]([C:5]1[CH:6]=[CH:7][C:2]([NH:14][CH2:13][C:12]([F:16])([F:15])[F:11])=[N:3][CH:4]=1)([O-:10])=[O:9]. The yield is 0.430. (2) The reactants are I[C:2]1[C:3]([CH3:20])=[N:4][CH:5]=[C:6]([C:9]=1[NH:10][C:11]1[CH:19]=[CH:18][CH:17]=[C:16]2[C:12]=1[CH:13]=[CH:14][NH:15]2)[C:7]#[N:8].[CH3:21][O:22][C:23]1[CH:24]=[C:25](B(O)O)[CH:26]=[CH:27][C:28]=1[O:29][CH3:30]. The catalyst is COCCOC.C(=O)(O)[O-].[Na+].C1C=CC([P]([Pd]([P](C2C=CC=CC=2)(C2C=CC=CC=2)C2C=CC=CC=2)([P](C2C=CC=CC=2)(C2C=CC=CC=2)C2C=CC=CC=2)[P](C2C=CC=CC=2)(C2C=CC=CC=2)C2C=CC=CC=2)(C2C=CC=CC=2)C2C=CC=CC=2)=CC=1. The product is [CH3:21][O:22][C:23]1[CH:24]=[C:25]([C:2]2[C:3]([CH3:20])=[N:4][CH:5]=[C:6]([C:9]=2[NH:10][C:11]2[CH:19]=[CH:18][CH:17]=[C:16]3[C:12]=2[CH:13]=[CH:14][NH:15]3)[C:7]#[N:8])[CH:26]=[CH:27][C:28]=1[O:29][CH3:30]. The yield is 0.740.